Dataset: Full USPTO retrosynthesis dataset with 1.9M reactions from patents (1976-2016). Task: Predict the reactants needed to synthesize the given product. (1) Given the product [CH3:10][O:9][CH2:8][C:6]1[CH:5]=[C:4]([C:11]([F:14])([F:13])[F:12])[N:3]=[C:2]([C:15]#[N:16])[CH:7]=1, predict the reactants needed to synthesize it. The reactants are: Cl[C:2]1[CH:7]=[C:6]([CH2:8][O:9][CH3:10])[CH:5]=[C:4]([C:11]([F:14])([F:13])[F:12])[N:3]=1.[CH3:15][N:16]1CCCC1=O. (2) Given the product [O:20]=[C:7]1[N:6]([CH2:5][C:4]([OH:21])=[O:3])[C:10]2[CH:11]=[C:12]([O:15][C:16]([F:19])([F:17])[F:18])[CH:13]=[CH:14][C:9]=2[O:8]1, predict the reactants needed to synthesize it. The reactants are: C([O:3][C:4](=[O:21])[CH2:5][N:6]1[C:10]2[CH:11]=[C:12]([O:15][C:16]([F:19])([F:18])[F:17])[CH:13]=[CH:14][C:9]=2[O:8][C:7]1=[O:20])C.[Li+].[OH-].CC#N.O.FC(F)(F)C(O)=O. (3) Given the product [OH:25][CH:24]([CH2:26][OH:19])[CH2:23][C:3]1[C:2]([CH3:1])=[C:10]2[C:6](=[CH:5][CH:4]=1)[C:7](=[O:11])[O:8][CH2:9]2, predict the reactants needed to synthesize it. The reactants are: [CH3:1][C:2]1[C:10]2[CH2:9][O:8][C:7](=[O:11])[C:6]=2[CH:5]=[CH:4][C:3]=1CC=C.C[N+]1([O-])CC[O:19]CC1.[CH3:23][C:24]([CH3:26])=[O:25]. (4) Given the product [NH:2]1[CH:3]=[C:4]([C:16]2[N:21]=[N:20][C:19]([N:22]3[CH2:23][CH2:24][CH:25]([N:28]4[C:36]5[C:31](=[CH:32][CH:33]=[C:34]([F:37])[CH:35]=5)[CH2:30][CH2:29]4)[CH2:26][CH2:27]3)=[CH:18][CH:17]=2)[CH:5]=[N:1]1, predict the reactants needed to synthesize it. The reactants are: [NH:1]1[CH:5]=[C:4](B2OC(C)(C)C(C)(C)O2)[CH:3]=[N:2]1.Cl[C:16]1[N:21]=[N:20][C:19]([N:22]2[CH2:27][CH2:26][CH:25]([N:28]3[C:36]4[C:31](=[CH:32][CH:33]=[C:34]([F:37])[CH:35]=4)[CH2:30][CH2:29]3)[CH2:24][CH2:23]2)=[CH:18][CH:17]=1.